This data is from Full USPTO retrosynthesis dataset with 1.9M reactions from patents (1976-2016). The task is: Predict the reactants needed to synthesize the given product. (1) Given the product [CH2:32]([O:31][C:29](=[O:30])[CH2:28][CH2:27][CH2:26][N:23]1[C:24](=[S:25])[N:15]2[C:13]3[N:14]=[C:10]([C:7]4[CH:6]=[CH:5][C:4]([N+:1]([O-:3])=[O:2])=[CH:9][CH:8]=4)[S:11][C:12]=3[CH:17]=[C:16]2[C:18]1=[O:19])[CH3:33], predict the reactants needed to synthesize it. The reactants are: [N+:1]([C:4]1[CH:9]=[CH:8][C:7]([C:10]2[S:11][C:12]3[CH:17]=[C:16]([C:18](OCC)=[O:19])[NH:15][C:13]=3[N:14]=2)=[CH:6][CH:5]=1)([O-:3])=[O:2].[N:23]([CH2:26][CH2:27][CH2:28][C:29]([O:31][CH2:32][CH3:33])=[O:30])=[C:24]=[S:25].C(N(CC)CC)C.CCCCCC. (2) Given the product [CH:1]1([C:4]2[N:5]=[C:6]([N:22]3[CH2:26][CH2:25][C:24]([F:27])([F:28])[CH2:23]3)[C:7]3[N:12]=[N:11][NH:10][C:8]=3[N:9]=2)[CH2:3][CH2:2]1, predict the reactants needed to synthesize it. The reactants are: [CH:1]1([C:4]2[N:5]=[C:6]([N:22]3[CH2:26][CH2:25][C:24]([F:28])([F:27])[CH2:23]3)[C:7]3[N:12]=[N:11][N:10](CC4C=CC(OC)=CC=4)[C:8]=3[N:9]=2)[CH2:3][CH2:2]1.C(O)(C(F)(F)F)=O.